This data is from Forward reaction prediction with 1.9M reactions from USPTO patents (1976-2016). The task is: Predict the product of the given reaction. Given the reactants C(=O)([O-])[O-].[Cs+].[Cs+].[CH3:7][N:8]1[CH:12]=[CH:11][C:10]([NH:13][C:14]([C:16]2[CH:26]=[C:25]([OH:27])[C:19]3[CH2:20][C:21]([CH3:24])([CH3:23])[O:22][C:18]=3[CH:17]=2)=[O:15])=[N:9]1.Cl[CH2:29][CH:30]1[CH2:32][CH2:31]1, predict the reaction product. The product is: [CH3:7][N:8]1[CH:12]=[CH:11][C:10]([NH:13][C:14]([C:16]2[CH:26]=[C:25]([O:27][CH2:29][CH:30]3[CH2:32][CH2:31]3)[C:19]3[CH2:20][C:21]([CH3:24])([CH3:23])[O:22][C:18]=3[CH:17]=2)=[O:15])=[N:9]1.